From a dataset of Reaction yield outcomes from USPTO patents with 853,638 reactions. Predict the reaction yield, written as a fraction of the theoretical maximum amount of product (1.0 means a 100% yield; for example, 0.34 means a 34% yield). The reactants are [CH3:1][N:2]1[C:10](=[O:11])[C:9]2[NH:8][C:7](=[S:12])[NH:6][C:5]=2[N:4]([CH3:13])[C:3]1=[O:14].C(=O)([O-])[O-].[K+].[K+].Br[CH:22]([CH2:28][CH3:29])[C:23]([O:25][CH2:26][CH3:27])=[O:24]. The catalyst is CN(C=O)C. The product is [CH3:1][N:2]1[C:10](=[O:11])[C:9]2[NH:8][C:7]([S:12][CH:22]([CH2:28][CH3:29])[C:23]([O:25][CH2:26][CH3:27])=[O:24])=[N:6][C:5]=2[N:4]([CH3:13])[C:3]1=[O:14]. The yield is 0.850.